Predict the reaction yield, written as a fraction of the theoretical maximum amount of product (1.0 means a 100% yield; for example, 0.34 means a 34% yield). From a dataset of Reaction yield outcomes from USPTO patents with 853,638 reactions. (1) The reactants are [CH2:1]([NH:8][C:9]1([CH2:15][C:16]([OH:18])=O)[CH2:12][S:11](=[O:14])(=[O:13])[CH2:10]1)[C:2]1[CH:7]=[CH:6][CH:5]=[CH:4][CH:3]=1.C1N=C[N:21](C(N2C=NC=C2)=O)C=1.N. No catalyst specified. The product is [CH2:1]([NH:8][C:9]1([CH2:15][C:16]([NH2:21])=[O:18])[CH2:12][S:11](=[O:14])(=[O:13])[CH2:10]1)[C:2]1[CH:7]=[CH:6][CH:5]=[CH:4][CH:3]=1. The yield is 0.360. (2) The reactants are [F:1][C:2]1[CH:7]=[CH:6][C:5]([CH:8](O)[C:9]2[C:18]3[C:17](=[O:19])[N:16]([CH2:20][CH2:21][CH2:22][O:23][CH:24]4CCCC[O:25]4)[C:15](=[O:30])[N:14]([CH3:31])[C:13]=3[N:12]=[CH:11][C:10]=2[O:32][CH:33]([CH3:35])[CH3:34])=[CH:4][CH:3]=1. The catalyst is C(O)=O.[Zn]. The product is [CH:24]([O:23][CH2:22][CH2:21][CH2:20][N:16]1[C:17](=[O:19])[C:18]2[C:9]([CH2:8][C:5]3[CH:4]=[CH:3][C:2]([F:1])=[CH:7][CH:6]=3)=[C:10]([O:32][CH:33]([CH3:34])[CH3:35])[CH:11]=[N:12][C:13]=2[N:14]([CH3:31])[C:15]1=[O:30])=[O:25]. The yield is 0.810. (3) The reactants are [C:1]([C:3]1[CH:8]=[CH:7][C:6]([C:9]2[N:10]([CH:22]([CH3:27])[CH2:23][C:24]([OH:26])=[O:25])[CH:11]=[CH:12][C:13]=2[C:14]2[CH:19]=[CH:18][C:17]([O:20][CH3:21])=[CH:16][CH:15]=2)=[C:5]([CH3:28])[CH:4]=1)#[N:2].[OH-:29].[Na+].OO. The catalyst is CS(C)=O.O. The product is [C:1]([C:3]1[CH:8]=[CH:7][C:6]([C:9]2[N:10]([CH:22]([CH3:27])[CH2:23][C:24]([OH:26])=[O:25])[CH:11]=[CH:12][C:13]=2[C:14]2[CH:19]=[CH:18][C:17]([O:20][CH3:21])=[CH:16][CH:15]=2)=[C:5]([CH3:28])[CH:4]=1)(=[O:29])[NH2:2]. The yield is 0.200. (4) The reactants are [F:1][C:2]([F:20])([F:19])[C:3]1[CH:4]=[C:5]([CH:9]=[CH:10][C:11]=1[C:12]([N:14]1[CH2:18][CH2:17][CH2:16][CH2:15]1)=[O:13])[C:6]([OH:8])=O.CN(C(ON1N=NC2C=CC=CC1=2)=[N+](C)C)C.[B-](F)(F)(F)F.C(N(C(C)C)CC)(C)C.[Cl:52][C:53]1[CH:64]=[CH:63][C:56]2[NH:57][C:58]([CH:60]([NH2:62])[CH3:61])=[N:59][C:55]=2[CH:54]=1.ClCl. The catalyst is O1CCCC1.C(Cl)Cl.C(O)C. The product is [Cl:52][C:53]1[CH:64]=[CH:63][C:56]2[NH:57][C:58]([CH:60]([NH:62][C:6](=[O:8])[C:5]3[CH:9]=[CH:10][C:11]([C:12]([N:14]4[CH2:18][CH2:17][CH2:16][CH2:15]4)=[O:13])=[C:3]([C:2]([F:1])([F:20])[F:19])[CH:4]=3)[CH3:61])=[N:59][C:55]=2[CH:54]=1. The yield is 1.00. (5) The catalyst is CCO.C(OCC)(=O)C.C(#N)C. The product is [OH:20][CH2:21][CH2:22][N:23]1[CH:11]=[CH:12][C:13](=[O:14])[N:24]1[S:32]([C:35]1[CH:41]=[CH:40][C:38]([CH3:39])=[CH:37][CH:36]=1)(=[O:34])=[O:33]. The yield is 0.850. The reactants are ClC1C=C(N(C)C[C:11](=O)[CH2:12][C:13](OCC)=[O:14])C=C(Cl)C=1.[OH:20][CH2:21][CH2:22][NH:23][NH2:24].C(N(CC)CC)C.[S:32](Cl)([C:35]1[CH:41]=[CH:40][C:38]([CH3:39])=[CH:37][CH:36]=1)(=[O:34])=[O:33]. (6) The reactants are [OH:1][C@H:2]([CH2:26][OH:27])[CH2:3][NH:4][C:5]1[CH:14]=[C:13]2[C:8]([CH:9]=[C:10]([C:16]3[CH:21]=[CH:20][CH:19]=[CH:18][C:17]=3[C:22]([F:25])([F:24])[F:23])[NH:11][C:12]2=[O:15])=[CH:7][CH:6]=1.[CH3:28][O-:29].[Na+].CO. The catalyst is C(=O)(OCC)OCC. The product is [OH:27][CH2:26][C@H:2]1[O:1][C:28](=[O:29])[N:4]([C:5]2[CH:14]=[C:13]3[C:8]([CH:9]=[C:10]([C:16]4[CH:21]=[CH:20][CH:19]=[CH:18][C:17]=4[C:22]([F:25])([F:23])[F:24])[NH:11][C:12]3=[O:15])=[CH:7][CH:6]=2)[CH2:3]1. The yield is 0.780. (7) The reactants are [Cl:1][C:2]1[C:7]([CH:8]=[O:9])=[C:6]([Cl:10])[N:5]=[CH:4][N:3]=1.[CH2:11](O)[CH2:12][OH:13].C1(C)C=CC(S(O)(=O)=O)=CC=1. The catalyst is C1C=CC=CC=1. The product is [Cl:1][C:2]1[C:7]([CH:8]2[O:13][CH2:12][CH2:11][O:9]2)=[C:6]([Cl:10])[N:5]=[CH:4][N:3]=1. The yield is 0.825. (8) The reactants are [CH3:1][O:2][C:3]1[CH:8]=[CH:7][C:6]([C:9](=O)[CH2:10][CH3:11])=[CH:5][CH:4]=1.[CH3:13][O-:14].[Na+].[OH2:16].Cl. The catalyst is C(OC)=O.CO. The product is [CH:13]([CH:10]([CH3:11])[C:9]([C:6]1[CH:7]=[CH:8][C:3]([O:2][CH3:1])=[CH:4][CH:5]=1)=[O:16])=[O:14]. The yield is 0.840. (9) The reactants are [C:1]1([S:7]([N:10]2[C:14]3[N:15]=[CH:16][N:17]=[C:18](Cl)[C:13]=3[C:12]([Br:20])=[CH:11]2)(=[O:9])=[O:8])[CH:6]=[CH:5][CH:4]=[CH:3][CH:2]=1.[C:21]([O:25][C:26]([N:28]1[CH2:33][CH2:32][NH:31][CH2:30][CH2:29]1)=[O:27])([CH3:24])([CH3:23])[CH3:22].CCN(C(C)C)C(C)C. The catalyst is CC(O)C. The product is [C:21]([O:25][C:26]([N:28]1[CH2:33][CH2:32][N:31]([C:18]2[C:13]3[C:12]([Br:20])=[CH:11][N:10]([S:7]([C:1]4[CH:6]=[CH:5][CH:4]=[CH:3][CH:2]=4)(=[O:9])=[O:8])[C:14]=3[N:15]=[CH:16][N:17]=2)[CH2:30][CH2:29]1)=[O:27])([CH3:24])([CH3:22])[CH3:23]. The yield is 0.860.